This data is from Forward reaction prediction with 1.9M reactions from USPTO patents (1976-2016). The task is: Predict the product of the given reaction. Given the reactants [CH:1]1[C:13]2[CH:12]([CH2:14][O:15][C:16]([NH:18][C@@H:19]([CH:77]([CH3:79])[CH3:78])[C:20]([NH:22][C@@H:23]([CH3:76])[C:24]([NH:26][C:27]3[CH:32]=[CH:31][C:30]([C:33]4[CH2:34][CH:35]5[C@H:41]([O:42][Si:43]([C:46]([CH3:49])([CH3:48])[CH3:47])([CH3:45])[CH3:44])[N:40]([C:50]([O:52][C:53]([CH3:56])([CH3:55])[CH3:54])=[O:51])[C:39]6[CH:57]=[C:58]([O:63][Si](C(C)C)(C(C)C)C(C)C)[C:59]([O:61][CH3:62])=[CH:60][C:38]=6[C:37](=[O:74])[N:36]5[CH:75]=4)=[CH:29][CH:28]=3)=[O:25])=[O:21])=[O:17])[C:11]3[C:6](=[CH:7][CH:8]=[CH:9][CH:10]=3)[C:5]=2[CH:4]=[CH:3][CH:2]=1.[Li]OC(C)=O, predict the reaction product. The product is: [CH:10]1[C:11]2[CH:12]([CH2:14][O:15][C:16]([NH:18][C@@H:19]([CH:77]([CH3:79])[CH3:78])[C:20]([NH:22][C@@H:23]([CH3:76])[C:24]([NH:26][C:27]3[CH:28]=[CH:29][C:30]([C:33]4[CH2:34][CH:35]5[C@H:41]([O:42][Si:43]([C:46]([CH3:47])([CH3:48])[CH3:49])([CH3:45])[CH3:44])[N:40]([C:50]([O:52][C:53]([CH3:55])([CH3:56])[CH3:54])=[O:51])[C:39]6[CH:57]=[C:58]([OH:63])[C:59]([O:61][CH3:62])=[CH:60][C:38]=6[C:37](=[O:74])[N:36]5[CH:75]=4)=[CH:31][CH:32]=3)=[O:25])=[O:21])=[O:17])[C:13]3[C:5](=[CH:4][CH:3]=[CH:2][CH:1]=3)[C:6]=2[CH:7]=[CH:8][CH:9]=1.